Dataset: CYP2D6 inhibition data for predicting drug metabolism from PubChem BioAssay. Task: Regression/Classification. Given a drug SMILES string, predict its absorption, distribution, metabolism, or excretion properties. Task type varies by dataset: regression for continuous measurements (e.g., permeability, clearance, half-life) or binary classification for categorical outcomes (e.g., BBB penetration, CYP inhibition). Dataset: cyp2d6_veith. The molecule is CNc1nc(-c2cccc(C#N)c2)nc2ccccc12. The result is 0 (non-inhibitor).